Dataset: NCI-60 drug combinations with 297,098 pairs across 59 cell lines. Task: Regression. Given two drug SMILES strings and cell line genomic features, predict the synergy score measuring deviation from expected non-interaction effect. Drug 1: CN1C(=O)N2C=NC(=C2N=N1)C(=O)N. Drug 2: C1=CN(C=N1)CC(O)(P(=O)(O)O)P(=O)(O)O. Cell line: COLO 205. Synergy scores: CSS=-4.04, Synergy_ZIP=1.29, Synergy_Bliss=-0.201, Synergy_Loewe=-1.84, Synergy_HSA=-3.07.